This data is from Drug-target binding data from BindingDB using IC50 measurements. The task is: Regression. Given a target protein amino acid sequence and a drug SMILES string, predict the binding affinity score between them. We predict pIC50 (pIC50 = -log10(IC50 in M); higher means more potent). Dataset: bindingdb_ic50. (1) The small molecule is CO[C@]1(C(F)(F)F)CC[C@]2(CC1)NC(=O)C(c1cc(-c3ccc(Cl)c(F)c3)ccc1C)=C2O. The target protein sequence is TDSKPITKSKSEANLIPSQEPFPASDNSGETPQRNGEGHTLPKTPSQAEPASHKGPKDAGRRRNSLPPSHQKPPRNPLSSSDAAPSPELQANGTGTQGLEATDTNGLSSSARPQGQQAGSPSKEDKKQANIKRQLMTNFILGSFDDYSSDEDSVAGSSRESTRKGSRASLGALSLEAYLTTGEAETRVPTMRPSMSGLHLVKRGREHKKLDLHRDFTVASPAEFVTRFGGDRVIEKVLIANNGIAAVKCMRSIRRWAYEMFRNERAIRFVVMVTPEDLKANAEYIKMADHYVPVPGGPNNNNYANVELIVDIAKRIPVQAVWAGWGHASENPKLPELLCKNGVAFLGPPSEAMWALGDKIASTVVAQTLQVPTLPWSGSGLTVEWTEDDLQQGKRISVPEDVYDKGCVKDVDEGLEAAERIGFPLMIKASEGGGGKGIRKAESAEDFPILFRQVQSEIPGSPIFLMKLAQHARHLEVQILADQYGNAVSLFGRDCSIQRR.... The pIC50 is 5.7. (2) The small molecule is O=C(NCc1cccs1)c1cnc2c(SSc3cccc4cc(C(=O)NCc5cccs5)cnc34)cccc2c1. The target protein (O95630) has sequence MSDHGDVSLPPEDRVRALSQLGSAVEVNEDIPPRRYFRSGVEIIRMASIYSEEGNIEHAFILYNKYITLFIEKLPKHRDYKSAVIPEKKDTVKKLKEIAFPKAEELKAELLKRYTKEYTEYNEEKKKEAEELARNMAIQQELEKEKQRVAQQKQQQLEQEQFHAFEEMIRNQELEKERLKIVQEFGKVDPGLGGPLVPDLEKPSLDVFPTLTVSSIQPSDCHTTVRPAKPPVVDRSLKPGALSNSESIPTIDGLRHVVVPGRLCPQFLQLASANTARGVETCGILCGKLMRNEFTITHVLIPKQSAGSDYCNTENEEELFLIQDQQGLITLGWIHTHPTQTAFLSSVDLHTHCSYQMMLPESVAIVCSPKFQETGFFKLTDHGLEEISSCRQKGFHPHSKDPPLFCSCSHVTVVDRAVTITDLR. The pIC50 is 5.9. (3) The drug is Cl.N[C@@H]1C[C@H]1c1ccc(NC(=O)c2cccc(NC(=O)OCc3ccccc3)c2)cc1. The target protein sequence is MVEKGPEVSGKRRGRNNAAASASAAAASAAASAACASPAATAASGAAASSASAAAASAAAAPNNGQNKSLAAAAPNGNSSSNSWEEGSSGSSSDEEHGGGGMRVGPQYQAVVPDFDPAKLARRSQERDNLGMLVWSPNQNLSEAKLDEYIAIAKEKHGYNMEQALGMLFWHKHNIEKSLADLPNFTPFPDEWTVEDKVLFEQAFSFHGKTFHRIQQMLPDKSIASLVKFYYSWKKTRTKTSVMDRHARKQKREREESEDELEEANGNNPIDIEVDQNKESKKEVPPTETVPQVKKEKHSTQAKNRAKRKPPKGMFLSQEDVEAVSANATAATTVLRQLDMELVSVKRQIQNIKQTNSALKEKLDGGIEPYRLPEVIQKCNARWTTEEQLLAVQAIRKYGRDFQAISDVIGNKSVVQVKNFFVNYRRRFNIDEVLQEWEAEHGKEETNGPSNQKPVKSPDNSIKMPEEEDEAPVLDVRYASAS. The pIC50 is 7.4. (4) The small molecule is C=C[C@@H]1C[C@]1(NC(=O)[C@@H]1C[C@@]2(CN1C(=O)[C@@H](NC(=O)[C@@H](NC(=O)[C@@H]1CCCN1C(C)C)C1CCCCC1)C(C)(C)C)C(C)(C)C21CCC1)C(=O)NS(=O)(=O)N(C)CC. The target protein (P27958) has sequence MSTNPKPQRKTKRNTNRRPQDVKFPGGGQIVGGVYLLPRRGPRLGVRATRKTSERSQPRGRRQPIPKARRPEGRTWAQPGYPWPLYGNEGCGWAGWLLSPRGSRPSWGPTDPRRRSRNLGKVIDTLTCGFADLMGYIPLVGAPLGGAARALAHGVRVLEDGVNYATGNLPGCSFSIFLLALLSCLTVPASAYQVRNSSGLYHVTNDCPNSSVVYEAADAILHTPGCVPCVREGNASRCWVAVTPTVATRDGKLPTTQLRRHIDLLVGSATLCSALYVGDLCGSVFLVGQLFTFSPRHHWTTQDCNCSIYPGHITGHRMAWNMMMNWSPTAALVVAQLLRIPQAIMDMIAGAHWGVLAGIKYFSMVGNWAKVLVVLLLFAGVDAETHVTGGNAGRTTAGLVGLLTPGAKQNIQLINTNGSWHINSTALNCNESLNTGWLAGLFYQHKFNSSGCPERLASCRRLTDFAQGWGPISYANGSGLDERPYCWHYPPRPCGIVPAK.... The pIC50 is 8.3. (5) The small molecule is CCS(=O)(=O)c1ccc(-c2cc(C(F)(F)F)ccc2OCC(=O)O)c(C)c1. The target protein (Q9Z2J6) has sequence MANVTLKPLCPLLEEMVQLPNHSNSSLRYIDHVSVLLHGLASLLGLVENGLILFVVGCRMRQTVVTTWVLHLALSDLLAAASLPFFTYFLAVGHSWELGTTFCKLHSSVFFLNMFASGFLLSAISLDRCLQVVRPVWAQNHRTVAVAHRVCLMLWALAVLNTIPYFVFRDTIPRLDGRIMCYYNLLLWNPGPDRDTTCDYRQKALAVSKFLLAFMVPLAIIASSHVAVSLRLHHRGRQRTGRFVRLVAAIVVAFVLCWGPYHIFSLLEARAHSVTTLRQLASRGLPFVTSLAFFNSVVNPLLYVFTCPDMLYKLRRSLRAVLESVLVEDSDQSGGLRNRRRRASSTATPASTLLLADRIPQLRPTRLIGWMRRGSAEVPQRV. The pIC50 is 9.0. (6) The compound is CCCN(CCC)CC1CCCCN1CC(=O)N1c2ccccc2C(=O)Nc2cccnc21. The target protein (P10980) has sequence MNNSTNSSNNGLAITSPYKTFEVVFIVLVAGSLSLVTIIGNILVMVSIKVNRHLQTVNNYFLFSLACADLIIGVFSMNLYTLYTVIGYWPLGPVVCDLWLALDYVVSNASVMNLLIISFDRYFCVTKPLTYPVKRTTKMAGMMIAAAWVLSFILWAPAILFWQFIVGVRTVEDGECYIQFFSNAAVTFGTAIAAFYLPVIIMTVLYWHISRASKSRIKKEKKEPVANQDPVSPSLVQGRIVKPNNNNMPGGDGGLEHNKIQNGKAPRDGVTENCVQGEEKESSNDSTSVSAVASNMRDDEITQDENTVSTSLGHSRDDNSKQTCIKIVTKAQKGDVCTPTSTTVELVGSSGQNGDEKQNIVARKIVKMTKQPAKKKPPPSREKKVTRTILAILLAFIITWAPYNVMVLINTFCAPCIPNTVWTIGYWLCYINSTINPACYALCNATFKKTFKHLLMCHYKNIGATR. The pIC50 is 5.8. (7) The drug is CC[C@H](C)C(=O)O[C@H]1C[C@@H](C)C=C2C=C[C@H](C)[C@H](CC[C@@H](O)C[C@@H](O)CC(=O)[O-])[C@H]21. The target protein (P04035) has sequence MLSRLFRMHGLFVASHPWEVIVGTVTLTICMMSMNMFTGNNKICGWNYECPKFEEDVLSSDIIILTITRCIAILYIYFQFQNLRQLGSKYILGIAGLFTIFSSFVFSTVVIHFLDKELTGLNEALPFFLLLIDLSRASTLAKFALSSNSQDEVRENIARGMAILGPTFTLDALVECLVIGVGTMSGVRQLEIMCCFGCMSVLANYFVFMTFFPACVSLVLELSRESREGRPIWQLSHFARVLEEEENKPNPVTQRVKMIMSLGLVLVHAHSRWIADPSPQNSTADTSKVSLGLDENVSKRIEPSVSLWQFYLSKMISMDIEQVITLSLALLLAVKYIFFEQTETESTLSLKNPITSPVVTQKKVPDNCCRREPMLVRNNQKCDSVEEETGINRERKVEVIKPLVAETDTPNRATFVVGNSSLLDTSSVLVTQEPEIELPREPRPNEECLQILGNAEKGAKFLSDAEIIQLVNAKHIPAYKLETLMETHERGVSIRRQLLS.... The pIC50 is 7.5.